Dataset: Forward reaction prediction with 1.9M reactions from USPTO patents (1976-2016). Task: Predict the product of the given reaction. (1) Given the reactants C(OC([NH:8][CH2:9][CH2:10][C:11]1[CH:16]=[CH:15][C:14]([NH:17][C:18]([C:20]2[C:21]([NH:26][CH2:27][C:28]3[CH:33]=[CH:32][N:31]=[CH:30][CH:29]=3)=[N:22][CH:23]=[CH:24][CH:25]=2)=[O:19])=[CH:13][CH:12]=1)=O)(C)(C)C.C(O)(C(F)(F)F)=O, predict the reaction product. The product is: [NH2:8][CH2:9][CH2:10][C:11]1[CH:16]=[CH:15][C:14]([NH:17][C:18]([C:20]2[C:21]([NH:26][CH2:27][C:28]3[CH:29]=[CH:30][N:31]=[CH:32][CH:33]=3)=[N:22][CH:23]=[CH:24][CH:25]=2)=[O:19])=[CH:13][CH:12]=1. (2) Given the reactants [C:1]([O:5][C:6]([N:8]1[CH:13]([CH2:14][CH3:15])[CH2:12][C:11](=O)[CH2:10][CH:9]1[CH2:17][C:18]1[CH:23]=[CH:22][CH:21]=[CH:20][CH:19]=1)=[O:7])([CH3:4])([CH3:3])[CH3:2].[CH2:24]([NH2:31])[C:25]1[CH:30]=[CH:29][CH:28]=[CH:27][CH:26]=1.C(O)(=O)C.[OH-].[Na+], predict the reaction product. The product is: [C:1]([O:5][C:6]([N:8]1[CH:13]([CH2:14][CH3:15])[CH2:12][CH:11]([NH:31][CH2:24][C:25]2[CH:30]=[CH:29][CH:28]=[CH:27][CH:26]=2)[CH2:10][CH:9]1[CH2:17][C:18]1[CH:23]=[CH:22][CH:21]=[CH:20][CH:19]=1)=[O:7])([CH3:4])([CH3:3])[CH3:2]. (3) Given the reactants [Br:1][C:2]1[CH:8]=[C:7]([CH3:9])[C:5](N)=[C:4]([CH3:10])[CH:3]=1.Cl.N([O-])=O.[Na+].C([O-])([O-])=O.[Na+].[Na+].[Cu][C:23]#[N:24].[C-]#N.[K+], predict the reaction product. The product is: [Br:1][C:2]1[CH:8]=[C:7]([CH3:9])[C:5]([C:23]#[N:24])=[C:4]([CH3:10])[CH:3]=1.